From a dataset of Forward reaction prediction with 1.9M reactions from USPTO patents (1976-2016). Predict the product of the given reaction. Given the reactants [C:1]([C:3]1[CH:4]=[N:5][C:6]2[C:11]([CH:12]=1)=[CH:10][C:9]([O:13][CH:14]([S:24][CH3:25])[C:15]([NH:17][C:18]([CH2:22][OH:23])([CH3:21])[C:19]#[CH:20])=[O:16])=[CH:8][CH:7]=2)#[CH:2].CC(OI1(OC(C)=O)(OC(C)=O)OC(=O)C2C=CC=CC1=2)=O, predict the reaction product. The product is: [C:1]([C:3]1[CH:4]=[N:5][C:6]2[C:11]([CH:12]=1)=[CH:10][C:9]([O:13][CH:14]([S:24][CH3:25])[C:15]([NH:17][C:18]([CH:22]=[O:23])([CH3:21])[C:19]#[CH:20])=[O:16])=[CH:8][CH:7]=2)#[CH:2].